The task is: Predict the reaction yield, written as a fraction of the theoretical maximum amount of product (1.0 means a 100% yield; for example, 0.34 means a 34% yield).. This data is from Reaction yield outcomes from USPTO patents with 853,638 reactions. (1) The reactants are [C:9](O[C:9]([O:11][C:12]([CH3:15])([CH3:14])[CH3:13])=[O:10])([O:11][C:12]([CH3:15])([CH3:14])[CH3:13])=[O:10].[NH:16]1[C:24]2[C:19](=[CH:20][CH:21]=[CH:22][CH:23]=2)[CH2:18][CH2:17]1. The catalyst is O1CCCC1. The product is [N:16]1([C:9]([O:11][C:12]([CH3:13])([CH3:14])[CH3:15])=[O:10])[C:24]2[C:19](=[CH:20][CH:21]=[CH:22][CH:23]=2)[CH2:18][CH2:17]1. The yield is 0.970. (2) The yield is 0.310. The reactants are [C:1]12C=[C:10]3[N:11]=[C:7]([CH:8]=[CH:9]3)[CH:6]=[C:4]3[NH:5][C:1]([CH:2]=[CH:3]3)=C[C:10]3=[N:11][C:7]([CH:8]=[CH:9]3)=[CH:6][C:4]([NH:5]1)=[CH:3][CH:2]=2.N1C=CC=C1. The product is [CH:9]1[CH:8]=[C:7]([CH2:6][C:4]2[NH:5][CH:1]=[CH:2][CH:3]=2)[NH:11][CH:10]=1. No catalyst specified. (3) The reactants are [CH3:1][C@H:2]1[C@:7]2([CH3:15])[CH2:8][C@H:9]([C:12]([CH3:14])=[CH2:13])[CH2:10][CH2:11][C:6]2=[CH:5][CH2:4][CH2:3]1.O=O.C([O:22]O)(C)(C)C.O. The catalyst is C1(C)C=CC=CC=1.C(O)(C)(C)C. The product is [CH3:1][CH:2]1[C:7]2([CH3:15])[CH2:8][CH:9]([C:12]([CH3:14])=[CH2:13])[CH2:10][CH2:11][C:6]2=[CH:5][C:4](=[O:22])[CH2:3]1. The yield is 0.340. (4) The yield is 0.260. The catalyst is ClCCl.C([O-])(=O)C.[Cu+2].C([O-])(=O)C. The product is [F:30][C:2]1([F:1])[CH2:7][CH2:6][N:5]([C:8]([C:10]2[N:11]([C:37]3[CH:38]=[C:33]([CH:34]=[CH:35][CH:36]=3)[C:31]#[N:32])[C:12]3[C:17]([CH:18]=2)=[CH:16][C:15]([C:19]([N:21]2[CH2:26][CH2:25][CH:24]([N:27]([CH3:28])[CH3:29])[CH2:23][CH2:22]2)=[O:20])=[CH:14][CH:13]=3)=[O:9])[CH2:4][CH2:3]1. The reactants are [F:1][C:2]1([F:30])[CH2:7][CH2:6][N:5]([C:8]([C:10]2[NH:11][C:12]3[C:17]([CH:18]=2)=[CH:16][C:15]([C:19]([N:21]2[CH2:26][CH2:25][CH:24]([N:27]([CH3:29])[CH3:28])[CH2:23][CH2:22]2)=[O:20])=[CH:14][CH:13]=3)=[O:9])[CH2:4][CH2:3]1.[C:31]([C:33]1[CH:34]=[C:35](B(O)O)[CH:36]=[CH:37][CH:38]=1)#[N:32].N1C=CC=CC=1.